From a dataset of Forward reaction prediction with 1.9M reactions from USPTO patents (1976-2016). Predict the product of the given reaction. Given the reactants CO[C:3]1[CH:30]=[CH:29][C:6]([CH2:7][NH:8][CH2:9][CH2:10][NH:11][C:12]([C:14]2[S:15][CH:16]=[CH:17][C:18]=2[NH:19][C:20]2[CH:25]=[CH:24][N:23]=[C:22]3[NH:26][CH:27]=[CH:28][C:21]=23)=[O:13])=[CH:5][CH:4]=1.[F:31][C:32]([F:42])([F:41])C1C=CC(C=O)=CC=1.COC1C=CC(C=O)=CC=1, predict the reaction product. The product is: [F:31][C:32]([F:42])([F:41])[C:3]1[CH:30]=[CH:29][C:6]([CH2:7][NH:8][CH2:9][CH2:10][NH:11][C:12]([C:14]2[S:15][CH:16]=[CH:17][C:18]=2[NH:19][C:20]2[CH:25]=[CH:24][N:23]=[C:22]3[NH:26][CH:27]=[CH:28][C:21]=23)=[O:13])=[CH:5][CH:4]=1.